This data is from Reaction yield outcomes from USPTO patents with 853,638 reactions. The task is: Predict the reaction yield, written as a fraction of the theoretical maximum amount of product (1.0 means a 100% yield; for example, 0.34 means a 34% yield). (1) The reactants are Cl.Cl.[CH3:3][C@H:4]1[C:12]2[C:11]([N:13]3[CH2:18][CH2:17][NH:16][CH2:15][CH2:14]3)=[N:10][CH:9]=[N:8][C:7]=2[C@H:6]([OH:19])[CH2:5]1.[C:20]([O:24][C:25]([N:27]1[CH2:32][CH2:31][C:30]([C:36]2[CH:41]=[CH:40][C:39]([Cl:42])=[C:38]([F:43])[CH:37]=2)([C:33](O)=[O:34])[CH2:29][CH2:28]1)=[O:26])([CH3:23])([CH3:22])[CH3:21].CCN(C(C)C)C(C)C.CN(C(ON1N=NC2C=CC=CC1=2)=[N+](C)C)C.F[P-](F)(F)(F)(F)F. The catalyst is C(Cl)Cl. The product is [Cl:42][C:39]1[CH:40]=[CH:41][C:36]([C:30]2([C:33]([N:16]3[CH2:15][CH2:14][N:13]([C:11]4[C:12]5[C@H:4]([CH3:3])[CH2:5][C@@H:6]([OH:19])[C:7]=5[N:8]=[CH:9][N:10]=4)[CH2:18][CH2:17]3)=[O:34])[CH2:29][CH2:28][N:27]([C:25]([O:24][C:20]([CH3:21])([CH3:23])[CH3:22])=[O:26])[CH2:32][CH2:31]2)=[CH:37][C:38]=1[F:43]. The yield is 0.229. (2) The reactants are [NH2:1][C@@H:2]([CH2:33][C:34]1[CH:39]=[CH:38][CH:37]=[CH:36][CH:35]=1)[C@@H:3]([OH:32])[CH2:4][C@@H:5]([NH:19][C:20]([C@@H:22]([NH:27][C:28](=[O:31])[O:29][CH3:30])[C:23]([CH3:26])([CH3:25])[CH3:24])=[O:21])[CH2:6][C:7]1[CH:12]=[CH:11][C:10]([C:13]2[CH:18]=[CH:17][CH:16]=[CH:15][N:14]=2)=[CH:9][CH:8]=1.[CH3:40][O:41][C:42]1[CH:43]=[C:44]([CH:60]=[CH:61][CH:62]=1)[CH2:45][N:46]1[CH2:50][CH2:49][N:48]([C@@H:51]([C:55]([CH3:58])([CH3:57])[CH3:56])[C:52](O)=[O:53])[C:47]1=[O:59].CCOP(ON1N=NC2C=CC=CC=2C1=O)(OCC)=O.C(N(CC)C(C)C)(C)C. The catalyst is C1COCC1. The product is [OH:32][C@H:3]([C@@H:2]([NH:1][C:52](=[O:53])[C@@H:51]([N:48]1[CH2:49][CH2:50][N:46]([CH2:45][C:44]2[CH:60]=[CH:61][CH:62]=[C:42]([O:41][CH3:40])[CH:43]=2)[C:47]1=[O:59])[C:55]([CH3:58])([CH3:57])[CH3:56])[CH2:33][C:34]1[CH:35]=[CH:36][CH:37]=[CH:38][CH:39]=1)[CH2:4][C@@H:5]([NH:19][C:20]([C@@H:22]([NH:27][C:28](=[O:31])[O:29][CH3:30])[C:23]([CH3:26])([CH3:25])[CH3:24])=[O:21])[CH2:6][C:7]1[CH:12]=[CH:11][C:10]([C:13]2[CH:18]=[CH:17][CH:16]=[CH:15][N:14]=2)=[CH:9][CH:8]=1. The yield is 0.590.